This data is from Full USPTO retrosynthesis dataset with 1.9M reactions from patents (1976-2016). The task is: Predict the reactants needed to synthesize the given product. (1) Given the product [I:18][CH2:19][CH2:20][CH2:21][CH2:22][C:12]([CH3:17])([CH3:11])[C:13]([O:15][CH3:16])=[O:14], predict the reactants needed to synthesize it. The reactants are: C(NC(C)C)(C)C.C(=O)=O.[CH3:11][CH:12]([CH3:17])[C:13]([O:15][CH3:16])=[O:14].[I:18][CH2:19][CH2:20][CH2:21][CH2:22]I.Cl. (2) Given the product [CH2:1]([O:3][N:4]([CH:5]([CH3:16])[CH2:6][C:7]1[C:8]([Cl:15])=[CH:9][C:10]([Cl:14])=[CH:11][C:12]=1[Cl:13])[C:31]([C:30]1[C:26]([CH:25]([F:35])[F:24])=[N:27][N:28]([CH3:34])[CH:29]=1)=[O:32])[CH3:2], predict the reactants needed to synthesize it. The reactants are: [CH2:1]([O:3][NH:4][CH:5]([CH3:16])[CH2:6][C:7]1[C:12]([Cl:13])=[CH:11][C:10]([Cl:14])=[CH:9][C:8]=1[Cl:15])[CH3:2].C(N(CC)CC)C.[F:24][CH:25]([F:35])[C:26]1[C:30]([C:31](Cl)=[O:32])=[CH:29][N:28]([CH3:34])[N:27]=1. (3) The reactants are: Br[C:2]1[CH:7]=[CH:6][C:5]([CH:8]([C:21]2[CH:26]=[CH:25][CH:24]=[CH:23][N:22]=2)[O:9][CH:10]([CH2:17][CH:18]([CH3:20])[CH3:19])[C:11]([NH:13][CH2:14][C:15]#[N:16])=[O:12])=[CH:4][CH:3]=1.[N:27]1([C:33]2[CH:38]=[CH:37][C:36](B(O)O)=[CH:35][CH:34]=2)[CH2:32][CH2:31][NH:30][CH2:29][CH2:28]1. Given the product [C:15]([CH2:14][NH:13][C:11](=[O:12])[CH:10]([O:9][CH:8]([C:5]1[CH:6]=[CH:7][C:2]([C:36]2[CH:35]=[CH:34][C:33]([N:27]3[CH2:28][CH2:29][NH:30][CH2:31][CH2:32]3)=[CH:38][CH:37]=2)=[CH:3][CH:4]=1)[C:21]1[CH:26]=[CH:25][CH:24]=[CH:23][N:22]=1)[CH2:17][CH:18]([CH3:20])[CH3:19])#[N:16], predict the reactants needed to synthesize it. (4) Given the product [CH2:1]([NH:3][C:4]([C:6]1[N:7]([CH3:21])[C:8]([C:11]2[S:19][C:18]3[C:13](=[N:14][CH:15]=[CH:16][C:17]=3[NH:32][C:28]3[CH:29]=[C:30]4[C:25](=[CH:26][CH:27]=3)[NH:24][C:23]([CH3:22])=[CH:31]4)[CH:12]=2)=[CH:9][N:10]=1)=[O:5])[CH3:2], predict the reactants needed to synthesize it. The reactants are: [CH2:1]([NH:3][C:4]([C:6]1[N:7]([CH3:21])[C:8]([C:11]2[S:19][C:18]3[C:13](=[N:14][CH:15]=[CH:16][C:17]=3Cl)[CH:12]=2)=[CH:9][N:10]=1)=[O:5])[CH3:2].[CH3:22][C:23]1[NH:24][C:25]2[C:30]([CH:31]=1)=[CH:29][C:28]([NH2:32])=[CH:27][CH:26]=2.